Dataset: Full USPTO retrosynthesis dataset with 1.9M reactions from patents (1976-2016). Task: Predict the reactants needed to synthesize the given product. (1) Given the product [Br:1][C:2]1[CH:8]=[CH:7][CH:6]=[CH:5][C:3]=1[NH:4][C:40](=[O:41])[CH2:39][CH:27]1[CH2:28][N:29]([C:32]([O:34][C:35]([CH3:38])([CH3:37])[CH3:36])=[O:33])[CH2:30][CH2:31][N:26]1[C:24]([O:23][CH2:22][CH:20]1[C:21]2[CH:9]=[CH:10][CH:11]=[CH:12][C:13]=2[C:14]2[C:19]1=[CH:18][CH:17]=[CH:16][CH:15]=2)=[O:25], predict the reactants needed to synthesize it. The reactants are: [Br:1][C:2]1[CH:8]=[CH:7][CH:6]=[CH:5][C:3]=1[NH2:4].[CH:9]1[C:21]2[CH:20]([CH2:22][O:23][C:24]([N:26]3[CH2:31][CH2:30][N:29]([C:32]([O:34][C:35]([CH3:38])([CH3:37])[CH3:36])=[O:33])[CH2:28][CH:27]3[CH2:39][C:40](O)=[O:41])=[O:25])[C:19]3[C:14](=[CH:15][CH:16]=[CH:17][CH:18]=3)[C:13]=2[CH:12]=[CH:11][CH:10]=1.CN(C)C=O.Cl.CN(C)CCCN=C=NCC. (2) Given the product [Br:1][C:2]1[CH:7]=[CH:6][C:5]([NH2:12])=[C:4]([N+:9]([O-:11])=[O:10])[CH:3]=1, predict the reactants needed to synthesize it. The reactants are: [Br:1][C:2]1[CH:7]=[CH:6][C:5](F)=[C:4]([N+:9]([O-:11])=[O:10])[CH:3]=1.[NH2:12]C1C=CC=CC=1. (3) Given the product [CH3:1][O:2][C:3](=[O:16])[CH2:4][CH2:5][C:6]1[CH:11]=[CH:10][CH:9]=[C:8]([CH2:12][C:13]([OH:15])=[O:14])[CH:7]=1, predict the reactants needed to synthesize it. The reactants are: [CH3:1][O:2][C:3](=[O:16])/[CH:4]=[CH:5]/[C:6]1[CH:11]=[CH:10][CH:9]=[C:8]([CH2:12][C:13]([OH:15])=[O:14])[CH:7]=1. (4) Given the product [O-:44][N+:24]1[C:25]2[CH:26]=[CH:27][CH:28]=[CH:29][C:30]=2[C:31]2[N:19]([CH2:18][CH2:17][CH2:16][CH2:15][CH2:14][CH2:13][CH2:12][CH2:11][CH2:10][CH2:9][CH2:8][C:7]([C:1]3[CH:6]=[CH:5][CH:4]=[CH:3][CH:2]=3)=[O:35])[C:20]([CH2:32][CH2:33][CH3:34])=[N:21][C:22]=2[CH:23]=1, predict the reactants needed to synthesize it. The reactants are: [C:1]1([C:7](=[O:35])[CH2:8][CH2:9][CH2:10][CH2:11][CH2:12][CH2:13][CH2:14][CH2:15][CH2:16][CH2:17][CH2:18][N:19]2[C:31]3[C:30]4[CH:29]=[CH:28][CH:27]=[CH:26][C:25]=4[N:24]=[CH:23][C:22]=3[N:21]=[C:20]2[CH2:32][CH2:33][CH3:34])[CH:6]=[CH:5][CH:4]=[CH:3][CH:2]=1.C1C=C(Cl)C=C(C(OO)=[O:44])C=1. (5) Given the product [CH3:1][N:2]1[C:6]2[CH:7]=[CH:8][CH:9]=[CH:10][C:5]=2[N:4]=[C:3]1[CH2:11][NH:21][CH2:20][CH2:19][CH:15]1[CH2:16][CH2:17][CH2:18][N:14]1[CH3:13], predict the reactants needed to synthesize it. The reactants are: [CH3:1][N:2]1[C:6]2[CH:7]=[CH:8][CH:9]=[CH:10][C:5]=2[N:4]=[C:3]1[CH:11]=O.[CH3:13][N:14]1[CH2:18][CH2:17][CH2:16][CH:15]1[CH2:19][CH2:20][NH2:21].[Na]. (6) The reactants are: C[O:2][C:3](=O)[CH2:4][CH2:5][CH2:6][CH2:7][CH2:8][S:9][C:10]1[CH:15]=[CH:14][C:13]([Cl:16])=[CH:12][CH:11]=1.[NH2:18][OH:19].[OH-].[K+].CO. Given the product [OH:19][NH:18][C:3](=[O:2])[CH2:4][CH2:5][CH2:6][CH2:7][CH2:8][S:9][C:10]1[CH:15]=[CH:14][C:13]([Cl:16])=[CH:12][CH:11]=1, predict the reactants needed to synthesize it.